This data is from Forward reaction prediction with 1.9M reactions from USPTO patents (1976-2016). The task is: Predict the product of the given reaction. Given the reactants FC(F)(F)C(O)=O.[C:8]1([CH3:21])[CH:13]=[CH:12][C:11]([NH:14][CH:15]2[CH2:20][CH2:19][NH:18][CH2:17][CH2:16]2)=[CH:10][CH:9]=1.Br[CH2:23][CH2:24][CH2:25][CH:26]1[CH2:31][CH2:30][CH2:29][CH2:28][CH2:27]1.C(=O)([O-])[O-].[K+].[K+].ClCCl, predict the reaction product. The product is: [CH:26]1([CH2:25][CH2:24][CH2:23][N:18]2[CH2:19][CH2:20][CH:15]([NH:14][C:11]3[CH:10]=[CH:9][C:8]([CH3:21])=[CH:13][CH:12]=3)[CH2:16][CH2:17]2)[CH2:31][CH2:30][CH2:29][CH2:28][CH2:27]1.